This data is from Blood-brain barrier permeability classification from the B3DB database. The task is: Regression/Classification. Given a drug SMILES string, predict its absorption, distribution, metabolism, or excretion properties. Task type varies by dataset: regression for continuous measurements (e.g., permeability, clearance, half-life) or binary classification for categorical outcomes (e.g., BBB penetration, CYP inhibition). Dataset: b3db_classification. (1) The result is 1 (penetrates BBB). The molecule is c1ccc(C2(N3CCCCC3)CCCCC2)cc1. (2) The molecule is CC1(C)C(C=C(Cl)Cl)C1C(=O)OCc1cccc(Oc2ccccc2)c1. The result is 0 (does not penetrate BBB).